From a dataset of NCI-60 drug combinations with 297,098 pairs across 59 cell lines. Regression. Given two drug SMILES strings and cell line genomic features, predict the synergy score measuring deviation from expected non-interaction effect. (1) Drug 1: CC1=CC=C(C=C1)C2=CC(=NN2C3=CC=C(C=C3)S(=O)(=O)N)C(F)(F)F. Drug 2: N.N.Cl[Pt+2]Cl. Cell line: A498. Synergy scores: CSS=17.3, Synergy_ZIP=-6.36, Synergy_Bliss=-3.68, Synergy_Loewe=-15.7, Synergy_HSA=-4.61. (2) Drug 1: CC(C)(C#N)C1=CC(=CC(=C1)CN2C=NC=N2)C(C)(C)C#N. Drug 2: C1CC(=O)NC(=O)C1N2C(=O)C3=CC=CC=C3C2=O. Cell line: MALME-3M. Synergy scores: CSS=-5.21, Synergy_ZIP=9.78, Synergy_Bliss=14.2, Synergy_Loewe=-2.05, Synergy_HSA=-0.756. (3) Drug 1: CC1C(C(CC(O1)OC2CC(OC(C2O)C)OC3=CC4=CC5=C(C(=O)C(C(C5)C(C(=O)C(C(C)O)O)OC)OC6CC(C(C(O6)C)O)OC7CC(C(C(O7)C)O)OC8CC(C(C(O8)C)O)(C)O)C(=C4C(=C3C)O)O)O)O. Drug 2: C1CC(=O)NC(=O)C1N2C(=O)C3=CC=CC=C3C2=O. Cell line: OVCAR-4. Synergy scores: CSS=11.4, Synergy_ZIP=-0.264, Synergy_Bliss=0.0243, Synergy_Loewe=-42.1, Synergy_HSA=0.810. (4) Drug 1: C1CN1C2=NC(=NC(=N2)N3CC3)N4CC4. Drug 2: C1=NNC2=C1C(=O)NC=N2. Cell line: CCRF-CEM. Synergy scores: CSS=74.7, Synergy_ZIP=-1.30, Synergy_Bliss=-0.325, Synergy_Loewe=-9.93, Synergy_HSA=2.13. (5) Drug 1: CCN(CC)CCCC(C)NC1=C2C=C(C=CC2=NC3=C1C=CC(=C3)Cl)OC. Drug 2: CC1CCCC2(C(O2)CC(NC(=O)CC(C(C(=O)C(C1O)C)(C)C)O)C(=CC3=CSC(=N3)C)C)C. Cell line: HCT116. Synergy scores: CSS=69.1, Synergy_ZIP=-1.13, Synergy_Bliss=-2.24, Synergy_Loewe=-3.70, Synergy_HSA=0.851. (6) Cell line: SK-OV-3. Synergy scores: CSS=16.6, Synergy_ZIP=-4.87, Synergy_Bliss=4.38, Synergy_Loewe=-2.39, Synergy_HSA=2.92. Drug 1: CC1CCC2CC(C(=CC=CC=CC(CC(C(=O)C(C(C(=CC(C(=O)CC(OC(=O)C3CCCCN3C(=O)C(=O)C1(O2)O)C(C)CC4CCC(C(C4)OC)OCCO)C)C)O)OC)C)C)C)OC. Drug 2: N.N.Cl[Pt+2]Cl.